From a dataset of Catalyst prediction with 721,799 reactions and 888 catalyst types from USPTO. Predict which catalyst facilitates the given reaction. (1) Reactant: CN1C(=O)CCC1.[CH2:8]([N:15]1[C:19]([C:20]2[CH:25]=[CH:24][C:23]([F:26])=[CH:22][CH:21]=2)=[N:18][C:17]([NH2:27])=[N:16]1)[C:9]1[CH:14]=[CH:13][CH:12]=[CH:11][CH:10]=1.[F:28][C:29]1[CH:34]=[CH:33][C:32]([C:35]2[O:36][C:37](=[O:42])[C:38]([CH3:41])([CH3:40])[N:39]=2)=[CH:31][CH:30]=1. Product: [CH2:8]([N:15]1[C:19]([C:20]2[CH:25]=[CH:24][C:23]([F:26])=[CH:22][CH:21]=2)=[N:18][C:17]([NH:27][C:37]([C:38]([NH:39][C:35](=[O:36])[C:32]2[CH:31]=[CH:30][C:29]([F:28])=[CH:34][CH:33]=2)([CH3:41])[CH3:40])=[O:42])=[N:16]1)[C:9]1[CH:14]=[CH:13][CH:12]=[CH:11][CH:10]=1. The catalyst class is: 25. (2) Reactant: [NH:1]([C:22]([O:24][CH2:25][CH:26]1[C:38]2[C:33](=[CH:34][CH:35]=[CH:36][CH:37]=2)[C:32]2[C:27]1=[CH:28][CH:29]=[CH:30][CH:31]=2)=[O:23])[C@H:2]([C:15]([O:17]C(C)(C)C)=[O:16])[CH2:3][CH2:4][C:5](=[O:14])[O:6]N1C(=O)CCC1=O. Product: [NH:1]([C:22]([O:24][CH2:25][CH:26]1[C:38]2[C:33](=[CH:34][CH:35]=[CH:36][CH:37]=2)[C:32]2[C:27]1=[CH:28][CH:29]=[CH:30][CH:31]=2)=[O:23])[C@H:2]([C:15]([OH:17])=[O:16])[CH2:3][CH2:4][C:5](=[O:6])[OH:14]. The catalyst class is: 216.